This data is from Forward reaction prediction with 1.9M reactions from USPTO patents (1976-2016). The task is: Predict the product of the given reaction. The product is: [N:19]([C@@H:12]([C:6]1[CH:7]=[CH:8][C:9]([O:10][CH3:11])=[C:4]([O:3][CH2:1][CH3:2])[CH:5]=1)[CH2:13][S:14]([CH3:17])(=[O:16])=[O:15])=[N+:20]=[N-:21]. Given the reactants [CH2:1]([O:3][C:4]1[CH:5]=[C:6]([C@@H:12](O)[CH2:13][S:14]([CH3:17])(=[O:16])=[O:15])[CH:7]=[CH:8][C:9]=1[O:10][CH3:11])[CH3:2].[NH:19]=[N+:20]=[N-:21].C(P(CCCC)CCCC)CCC.N(C(OC(C)C)=O)=NC(OC(C)C)=O.C(=O)=O, predict the reaction product.